This data is from Peptide-MHC class I binding affinity with 185,985 pairs from IEDB/IMGT. The task is: Regression. Given a peptide amino acid sequence and an MHC pseudo amino acid sequence, predict their binding affinity value. This is MHC class I binding data. (1) The peptide sequence is AGVNVGEQY. The MHC is HLA-B15:01 with pseudo-sequence HLA-B15:01. The binding affinity (normalized) is 0.766. (2) The peptide sequence is YADHGANQL. The MHC is HLA-B38:01 with pseudo-sequence HLA-B38:01. The binding affinity (normalized) is 0.336. (3) The peptide sequence is MAMTGLPQA. The MHC is HLA-A02:01 with pseudo-sequence HLA-A02:01. The binding affinity (normalized) is 1.00.